This data is from NCI-60 drug combinations with 297,098 pairs across 59 cell lines. The task is: Regression. Given two drug SMILES strings and cell line genomic features, predict the synergy score measuring deviation from expected non-interaction effect. (1) Drug 1: CC1=CC=C(C=C1)C2=CC(=NN2C3=CC=C(C=C3)S(=O)(=O)N)C(F)(F)F. Drug 2: C1C(C(OC1N2C=C(C(=O)NC2=O)F)CO)O. Cell line: CAKI-1. Synergy scores: CSS=2.44, Synergy_ZIP=-2.96, Synergy_Bliss=-2.42, Synergy_Loewe=-21.3, Synergy_HSA=-4.47. (2) Drug 1: CC1CCC2CC(C(=CC=CC=CC(CC(C(=O)C(C(C(=CC(C(=O)CC(OC(=O)C3CCCCN3C(=O)C(=O)C1(O2)O)C(C)CC4CCC(C(C4)OC)O)C)C)O)OC)C)C)C)OC. Drug 2: C1=CN(C=N1)CC(O)(P(=O)(O)O)P(=O)(O)O. Cell line: A549. Synergy scores: CSS=13.0, Synergy_ZIP=6.54, Synergy_Bliss=13.0, Synergy_Loewe=9.14, Synergy_HSA=10.2. (3) Synergy scores: CSS=0.618, Synergy_ZIP=-0.0557, Synergy_Bliss=-0.191, Synergy_Loewe=-1.41, Synergy_HSA=-1.40. Drug 2: C1=NNC2=C1C(=O)NC=N2. Cell line: SK-OV-3. Drug 1: C1CN1P(=S)(N2CC2)N3CC3. (4) Drug 1: C#CCC(CC1=CN=C2C(=N1)C(=NC(=N2)N)N)C3=CC=C(C=C3)C(=O)NC(CCC(=O)O)C(=O)O. Drug 2: CS(=O)(=O)OCCCCOS(=O)(=O)C. Cell line: OVCAR-8. Synergy scores: CSS=5.62, Synergy_ZIP=0.00970, Synergy_Bliss=2.32, Synergy_Loewe=2.81, Synergy_HSA=1.59. (5) Drug 1: C1CC(C1)(C(=O)O)C(=O)O.[NH2-].[NH2-].[Pt+2]. Drug 2: CC1=C2C(C(=O)C3(C(CC4C(C3C(C(C2(C)C)(CC1OC(=O)C(C(C5=CC=CC=C5)NC(=O)OC(C)(C)C)O)O)OC(=O)C6=CC=CC=C6)(CO4)OC(=O)C)O)C)O. Cell line: HT29. Synergy scores: CSS=2.39, Synergy_ZIP=0.524, Synergy_Bliss=-1.37, Synergy_Loewe=-4.05, Synergy_HSA=-3.30. (6) Drug 1: C1C(C(OC1N2C=NC3=C(N=C(N=C32)Cl)N)CO)O. Drug 2: C1CC(=O)NC(=O)C1N2C(=O)C3=CC=CC=C3C2=O. Cell line: EKVX. Synergy scores: CSS=-8.73, Synergy_ZIP=2.13, Synergy_Bliss=-3.37, Synergy_Loewe=-9.38, Synergy_HSA=-9.19.